From a dataset of Reaction yield outcomes from USPTO patents with 853,638 reactions. Predict the reaction yield, written as a fraction of the theoretical maximum amount of product (1.0 means a 100% yield; for example, 0.34 means a 34% yield). (1) The catalyst is C(#N)C. The yield is 1.00. The product is [NH2:1][C:2]1[C:9]([Cl:11])=[CH:8][C:7]([F:10])=[CH:6][C:3]=1[C:4]#[N:5]. The reactants are [NH2:1][C:2]1[CH:9]=[CH:8][C:7]([F:10])=[CH:6][C:3]=1[C:4]#[N:5].[Cl:11]N1C(=O)CCC1=O. (2) The reactants are S(=O)(=O)(O)O.[CH2:6]([N:8]1[C:12]2[N:13]=[N:14][CH:15]=[C:16]([C:17]3[CH:22]=[CH:21][C:20]([F:23])=[CH:19][CH:18]=3)[C:11]=2[N:10]=[CH:9]1)[CH3:7].[I:24]N1C(C)(C)C(=O)N(I)C1=O.[OH-].[Na+]. The catalyst is C(Cl)Cl. The product is [CH2:6]([N:8]1[C:12]2[N:13]=[N:14][CH:15]=[C:16]([C:17]3[CH:22]=[CH:21][C:20]([F:23])=[C:19]([I:24])[CH:18]=3)[C:11]=2[N:10]=[CH:9]1)[CH3:7]. The yield is 0.950. (3) The reactants are [F:1][C:2]1([F:24])[O:6][C:5]2[CH:7]=[CH:8][CH:9]=[C:10]([N:11]3[CH:16]=[C:15]([O:17][CH3:18])[C:14](=[O:19])[C:13]([C:20]([O:22]C)=[O:21])=[N:12]3)[C:4]=2[O:3]1.[OH-].[Na+]. The catalyst is C1COCC1.CO. The product is [F:24][C:2]1([F:1])[O:6][C:5]2[CH:7]=[CH:8][CH:9]=[C:10]([N:11]3[CH:16]=[C:15]([O:17][CH3:18])[C:14](=[O:19])[C:13]([C:20]([OH:22])=[O:21])=[N:12]3)[C:4]=2[O:3]1. The yield is 0.970. (4) The reactants are C([N:8](CC1C=CC=CC=1)[CH2:9][C@H:10]([OH:19])[CH2:11][O:12][C:13]1[CH:18]=[CH:17][CH:16]=[CH:15][CH:14]=1)C1C=CC=CC=1.CCOC(C)=O. The catalyst is CO.CCOC(C)=O.CO.[OH-].[Pd+2].[OH-]. The yield is 0.981. The product is [NH2:8][CH2:9][C@H:10]([OH:19])[CH2:11][O:12][C:13]1[CH:18]=[CH:17][CH:16]=[CH:15][CH:14]=1. (5) The reactants are C([SiH]([CH2:6][CH3:7])CC)C.[C:8]([C:13]1C=CC=[C:18]2[C:14]=1[CH2:15][C:16](=[O:22])[NH:17]2)(=O)[CH2:9][CH2:10][CH3:11].F[C:24](F)(F)C(O)=O. No catalyst specified. The product is [CH2:9]([C:8]1[CH:13]=[C:14]2[C:18](=[CH:6][CH:7]=1)[NH:17][C:16](=[O:22])[CH2:15]2)[CH2:10][CH2:11][CH3:24]. The yield is 0.910. (6) The reactants are C([O:3][C:4](=[O:38])[CH2:5][N:6]([S:30]([N:33]([CH:35]([CH3:37])[CH3:36])[CH3:34])(=[O:32])=[O:31])[CH2:7][C:8]1[CH:13]=[CH:12][CH:11]=[C:10]([O:14][CH2:15][CH2:16][C:17]2[N:18]=[C:19]([C:23]3[CH:28]=[CH:27][C:26]([CH3:29])=[CH:25][CH:24]=3)[O:20][C:21]=2[CH3:22])[CH:9]=1)C.O.[OH-].[Li+]. No catalyst specified. The product is [CH:35]([N:33]([S:30]([N:6]([CH2:5][C:4]([OH:38])=[O:3])[CH2:7][C:8]1[CH:13]=[CH:12][CH:11]=[C:10]([O:14][CH2:15][CH2:16][C:17]2[N:18]=[C:19]([C:23]3[CH:24]=[CH:25][C:26]([CH3:29])=[CH:27][CH:28]=3)[O:20][C:21]=2[CH3:22])[CH:9]=1)(=[O:31])=[O:32])[CH3:34])([CH3:37])[CH3:36]. The yield is 0.990.